This data is from Full USPTO retrosynthesis dataset with 1.9M reactions from patents (1976-2016). The task is: Predict the reactants needed to synthesize the given product. (1) Given the product [CH2:12]([N:19]1[C:24](=[O:25])[C:23]([C:26]2[CH:31]=[CH:30][C:29]([O:32][C:33]3[C:42]4[C:37](=[CH:38][C:39]([O:45][CH2:3][CH2:4][CH2:5][N:6]5[CH2:11][CH2:10][CH2:9][CH2:8][CH2:7]5)=[C:40]([O:43][CH3:44])[CH:41]=4)[N:36]=[CH:35][CH:34]=3)=[C:28]([F:46])[CH:27]=2)=[CH:22][N:21]=[CH:20]1)[C:13]1[CH:18]=[CH:17][CH:16]=[CH:15][CH:14]=1, predict the reactants needed to synthesize it. The reactants are: Cl.Cl[CH2:3][CH2:4][CH2:5][N:6]1[CH2:11][CH2:10][CH2:9][CH2:8][CH2:7]1.[CH2:12]([N:19]1[C:24](=[O:25])[C:23]([C:26]2[CH:31]=[CH:30][C:29]([O:32][C:33]3[C:42]4[C:37](=[CH:38][C:39]([OH:45])=[C:40]([O:43][CH3:44])[CH:41]=4)[N:36]=[CH:35][CH:34]=3)=[C:28]([F:46])[CH:27]=2)=[CH:22][N:21]=[CH:20]1)[C:13]1[CH:18]=[CH:17][CH:16]=[CH:15][CH:14]=1. (2) Given the product [Cl:1][C:2]1[CH:10]=[CH:9][CH:8]=[C:7]2[C:3]=1[C:4]([CH2:34][C:35]1[CH:43]=[CH:42][C:38]([CH3:39])=[CH:37][CH:36]=1)=[CH:5][N:6]2[C@@H:11]1[O:28][C@H:27]([CH2:29][OH:30])[C@@H:22]([OH:23])[C@H:17]([OH:18])[C@H:12]1[OH:13], predict the reactants needed to synthesize it. The reactants are: [Cl:1][C:2]1[CH:10]=[CH:9][CH:8]=[C:7]2[C:3]=1[CH:4]=[CH:5][N:6]2[C@@H:11]1[O:28][C@H:27]([CH2:29][O:30]C(=O)C)[C@@H:22]([O:23]C(=O)C)[C@H:17]([O:18]C(=O)C)[C@H:12]1[O:13]C(=O)C.[CH3:34][C:35]1[CH:43]=[CH:42][C:38]([C:39](Cl)=O)=[CH:37][CH:36]=1.